Dataset: Full USPTO retrosynthesis dataset with 1.9M reactions from patents (1976-2016). Task: Predict the reactants needed to synthesize the given product. Given the product [F:54][C:40]1[CH:41]=[CH:42][C:43]([C:2]2[C:16]([CH3:17])=[CH:15][C:5]([O:6][CH2:7][C:8]3([F:14])[CH2:13][CH2:12][O:11][CH2:10][CH2:9]3)=[CH:4][C:3]=2[CH3:18])=[CH:44][C:39]=1[CH2:38][O:37][C:33]1[N:34]=[CH:35][C:36]2[CH:28]3[CH:27]([C:25]([O:24][CH2:22][CH3:23])=[O:26])[CH:29]3[CH2:30][C:31]=2[CH:32]=1, predict the reactants needed to synthesize it. The reactants are: Br[C:2]1[C:16]([CH3:17])=[CH:15][C:5]([O:6][CH2:7][C:8]2([F:14])[CH2:13][CH2:12][O:11][CH2:10][CH2:9]2)=[CH:4][C:3]=1[CH3:18].B([O-])[O-].[CH2:22]([O:24][C:25]([CH:27]1[CH:29]2[CH2:30][C:31]3[CH:32]=[C:33]([O:37][CH2:38][C:39]4[CH:44]=[C:43](B5OC(C)(C)C(C)(C)O5)[CH:42]=[CH:41][C:40]=4[F:54])[N:34]=[CH:35][C:36]=3[CH:28]12)=[O:26])[CH3:23].P(C1CCCCC1)(C1CCCCC1)C1CCCCC1.C([O-])([O-])=O.[K+].[K+].